Dataset: Full USPTO retrosynthesis dataset with 1.9M reactions from patents (1976-2016). Task: Predict the reactants needed to synthesize the given product. (1) Given the product [C:12]([NH:15][CH2:16][C@@H:17]1[O:21][C:20](=[O:22])[N:19]([C:23]2[CH:28]=[CH:27][C:26]([S:29]([CH3:31])(=[O:6])=[O:30])=[C:25]([F:32])[CH:24]=2)[CH2:18]1)(=[O:14])[CH3:13], predict the reactants needed to synthesize it. The reactants are: ClC1C=C(C=CC=1)C(OO)=[O:6].[C:12]([NH:15][CH2:16][C@@H:17]1[O:21][C:20](=[O:22])[N:19]([C:23]2[CH:28]=[CH:27][C:26]([S:29]([CH3:31])=[O:30])=[C:25]([F:32])[CH:24]=2)[CH2:18]1)(=[O:14])[CH3:13]. (2) Given the product [CH3:16][N:9]([C:10]1[CH:15]=[CH:14][CH:13]=[CH:12][N:11]=1)[C:6]1[CH:5]=[CH:4][C:3]([OH:2])=[CH:8][CH:7]=1, predict the reactants needed to synthesize it. The reactants are: C[O:2][C:3]1[CH:8]=[CH:7][C:6]([N:9]([CH3:16])[C:10]2[CH:15]=[CH:14][CH:13]=[CH:12][N:11]=2)=[CH:5][CH:4]=1.B(Br)(Br)Br. (3) Given the product [NH2:13][C:9]1[C:8]([N+:14]([O-:16])=[O:15])=[C:7]([O:6][C:5]2[C:4]([F:20])=[CH:3][C:2]([NH:1][C:29]([NH:28][C:25]3[CH:26]=[CH:27][C:22]([Cl:21])=[C:23]([C:31]([F:33])([F:32])[F:34])[CH:24]=3)=[O:30])=[CH:18][C:17]=2[F:19])[CH:12]=[CH:11][N:10]=1, predict the reactants needed to synthesize it. The reactants are: [NH2:1][C:2]1[CH:18]=[C:17]([F:19])[C:5]([O:6][C:7]2[CH:12]=[CH:11][N:10]=[C:9]([NH2:13])[C:8]=2[N+:14]([O-:16])=[O:15])=[C:4]([F:20])[CH:3]=1.[Cl:21][C:22]1[CH:27]=[CH:26][C:25]([N:28]=[C:29]=[O:30])=[CH:24][C:23]=1[C:31]([F:34])([F:33])[F:32]. (4) Given the product [CH3:1][O:2][C:3]([C@@H:5]1[CH2:9][C:8](=[O:10])[N:7]([C:11]2[CH:12]=[CH:13][C:14]([O:17][CH2:22][C:21]3[CH:24]=[CH:25][CH:26]=[C:19]([F:18])[CH:20]=3)=[CH:15][CH:16]=2)[CH2:6]1)=[O:4], predict the reactants needed to synthesize it. The reactants are: [CH3:1][O:2][C:3]([C@@H:5]1[CH2:9][C:8](=[O:10])[N:7]([C:11]2[CH:16]=[CH:15][C:14]([OH:17])=[CH:13][CH:12]=2)[CH2:6]1)=[O:4].[F:18][C:19]1[CH:20]=[C:21]([CH:24]=[CH:25][CH:26]=1)[CH2:22]O. (5) Given the product [N+:12]([C:7]1[CH:8]=[CH:9][CH:10]=[C:11]2[C:6]=1[CH:5]=[CH:4][N:3]=[C:2]2[N:15]1[CH2:20][CH2:19][CH2:18][CH2:17][CH2:16]1)([O-:14])=[O:13], predict the reactants needed to synthesize it. The reactants are: Cl[C:2]1[C:11]2[C:6](=[C:7]([N+:12]([O-:14])=[O:13])[CH:8]=[CH:9][CH:10]=2)[CH:5]=[CH:4][N:3]=1.[NH:15]1[CH2:20][CH2:19][CH2:18][CH2:17][CH2:16]1.O.C(OCC)(=O)C. (6) Given the product [C:1]1([S:7][CH:8]([CH2:13][C:14]2[CH:36]=[CH:35][C:17]3[C:18]([CH2:21][CH2:22][C:23]4[N:24]=[C:25]([C:29]5[CH:34]=[CH:33][CH:32]=[CH:31][CH:30]=5)[O:26][C:27]=4[CH3:28])=[N:19][O:20][C:16]=3[CH:15]=2)[C:9]([OH:11])=[O:10])[CH:2]=[CH:3][CH:4]=[CH:5][CH:6]=1, predict the reactants needed to synthesize it. The reactants are: [C:1]1([S:7][CH:8]([CH2:13][C:14]2[CH:36]=[CH:35][C:17]3[C:18]([CH2:21][CH2:22][C:23]4[N:24]=[C:25]([C:29]5[CH:34]=[CH:33][CH:32]=[CH:31][CH:30]=5)[O:26][C:27]=4[CH3:28])=[N:19][O:20][C:16]=3[CH:15]=2)[C:9]([O:11]C)=[O:10])[CH:6]=[CH:5][CH:4]=[CH:3][CH:2]=1.[OH-].[Na+].Cl. (7) Given the product [Cl-:1].[CH2:18]([N+:25]1[CH:29]=[CH:28][N:27]([CH2:2][CH2:3][CH2:4][CH2:5][CH2:6][CH2:7][CH2:8][CH2:9][CH2:10][CH2:11][CH2:12][CH2:13][CH2:14][CH2:15][CH2:16][CH3:17])[C:26]=1[CH3:30])[C:19]1[CH:20]=[CH:21][CH:22]=[CH:23][CH:24]=1, predict the reactants needed to synthesize it. The reactants are: [Cl:1][CH2:2][CH2:3][CH2:4][CH2:5][CH2:6][CH2:7][CH2:8][CH2:9][CH2:10][CH2:11][CH2:12][CH2:13][CH2:14][CH2:15][CH2:16][CH3:17].[CH2:18]([N:25]1[CH:29]=[CH:28][N:27]=[C:26]1[CH3:30])[C:19]1[CH:24]=[CH:23][CH:22]=[CH:21][CH:20]=1. (8) Given the product [CH3:1][N:2]1[C:10]2[C:5](=[CH:6][C:7]([CH:11]=[CH2:12])=[CH:8][CH:9]=2)[CH:4]=[CH:3]1, predict the reactants needed to synthesize it. The reactants are: [CH3:1][N:2]1[C:10]2[C:5](=[CH:6][C:7]([C:11]#[C:12][Si](C)(C)C)=[CH:8][CH:9]=2)[CH:4]=[CH:3]1.[Cl-].[Li+].C(C([Sn])=C(CCCC)CCCC)CCC. (9) The reactants are: [Li+].[OH-].[CH3:3][CH:4]([CH3:34])[CH2:5][CH2:6][CH:7]([N:13]1[CH2:18][CH2:17][C@@H:16]([CH2:19][C:20]([O:22]C)=[O:21])[CH2:15][C@H:14]1[C:24]1[CH:29]=[CH:28][C:27]([C:30]([F:33])([F:32])[F:31])=[CH:26][CH:25]=1)[CH2:8][CH2:9][CH:10]([CH3:12])[CH3:11].Cl. Given the product [CH3:11][CH:10]([CH3:12])[CH2:9][CH2:8][CH:7]([N:13]1[CH2:18][CH2:17][C@@H:16]([CH2:19][C:20]([OH:22])=[O:21])[CH2:15][C@H:14]1[C:24]1[CH:29]=[CH:28][C:27]([C:30]([F:33])([F:31])[F:32])=[CH:26][CH:25]=1)[CH2:6][CH2:5][CH:4]([CH3:3])[CH3:34], predict the reactants needed to synthesize it.